This data is from Peptide-MHC class I binding affinity with 185,985 pairs from IEDB/IMGT. The task is: Regression. Given a peptide amino acid sequence and an MHC pseudo amino acid sequence, predict their binding affinity value. This is MHC class I binding data. (1) The peptide sequence is SIQKNTIFK. The MHC is HLA-A33:01 with pseudo-sequence HLA-A33:01. The binding affinity (normalized) is 0.0719. (2) The peptide sequence is LLYQTFGRK. The MHC is HLA-A03:01 with pseudo-sequence HLA-A03:01. The binding affinity (normalized) is 0.807. (3) The peptide sequence is QPRAPIRPI. The MHC is HLA-A26:01 with pseudo-sequence HLA-A26:01. The binding affinity (normalized) is 0. (4) The peptide sequence is STIVWSSRY. The MHC is BoLA-T2a with pseudo-sequence BoLA-T2a. The binding affinity (normalized) is 0.504.